Task: Predict the product of the given reaction.. Dataset: Forward reaction prediction with 1.9M reactions from USPTO patents (1976-2016) (1) Given the reactants [NH2:1][C:2]1[CH:9]=[CH:8][C:5]([C:6]#[N:7])=[CH:4][C:3]=1[NH:10][C:11]1[N:19]=[C:18]2[C:14]([NH:15][C:16](=[O:20])[NH:17]2)=[C:13]([Cl:21])[N:12]=1.CO.[CH3:24]OC(OC)OC.C1(C)C=CC(S(O)(=O)=O)=CC=1, predict the reaction product. The product is: [Cl:21][C:13]1[N:12]=[C:11]([N:10]2[C:3]3[CH:4]=[C:5]([C:6]#[N:7])[CH:8]=[CH:9][C:2]=3[N:1]=[CH:24]2)[N:19]=[C:18]2[C:14]=1[NH:15][C:16](=[O:20])[NH:17]2. (2) The product is: [CH3:26][C:24]([O:27][C:28]1[CH:29]=[CH:30][C:31](/[CH:34]=[CH:35]/[C:36]2[CH:41]=[CH:40][N:39]([C:42]3[CH:43]=[CH:44][C:45]([O:48][CH2:14][CH2:13][N:12]4[CH2:15][CH2:20][CH2:19][CH2:18]4)=[CH:46][CH:47]=3)[C:38](=[O:49])[CH:37]=2)=[CH:32][CH:33]=1)([CH3:23])[CH3:25]. Given the reactants C(OC1[CH:14]=[CH:13][N:12]([C:15]2[CH:20]=[CH:19][C:18](O)=CC=2)C(=O)C=1)C1C=CC=CC=1.[CH3:23][C:24]([O:27][C:28]1[CH:33]=[CH:32][C:31](/[CH:34]=[CH:35]/[C:36]2[CH:41]=[CH:40][N:39]([C:42]3[CH:47]=[CH:46][C:45]([OH:48])=[CH:44][CH:43]=3)[C:38](=[O:49])[CH:37]=2)=[CH:30][CH:29]=1)([CH3:26])[CH3:25], predict the reaction product. (3) Given the reactants S(=O)(=O)(O)O.C[O:7][C:8](=O)[CH2:9][CH2:10][C:11]1[CH:16]=[CH:15][C:14]([NH2:17])=[CH:13][CH:12]=1.[Na+].[Cl-].[NH4+:21].[OH-], predict the reaction product. The product is: [NH2:17][C:14]1[CH:15]=[CH:16][C:11]([CH2:10][CH2:9][C:8]([NH2:21])=[O:7])=[CH:12][CH:13]=1. (4) Given the reactants Cl[CH2:2][CH2:3][CH2:4][O:5][C:6]1[CH:15]=[C:14]2[C:9]([C:10]([NH:19][C:20]3[CH:25]=[CH:24][CH:23]=[C:22]([CH2:26][OH:27])[C:21]=3[CH3:28])=[C:11]([C:16]([NH2:18])=[O:17])[CH:12]=[N:13]2)=[CH:8][C:7]=1[O:29][CH3:30].[CH3:31][CH:32]1[O:37][CH:36]([CH3:38])[CH2:35][NH:34][CH2:33]1, predict the reaction product. The product is: [CH3:38][C@H:36]1[O:37][C@H:32]([CH3:31])[CH2:33][N:34]([CH2:2][CH2:3][CH2:4][O:5][C:6]2[CH:15]=[C:14]3[C:9]([C:10]([NH:19][C:20]4[CH:25]=[CH:24][CH:23]=[C:22]([CH2:26][OH:27])[C:21]=4[CH3:28])=[C:11]([C:16]([NH2:18])=[O:17])[CH:12]=[N:13]3)=[CH:8][C:7]=2[O:29][CH3:30])[CH2:35]1. (5) Given the reactants [CH3:1][O:2][C:3](=[O:12])[C:4]1[CH:9]=[CH:8][C:7]([CH:10]=O)=[CH:6][CH:5]=1.[NH:13]1[CH2:17][CH2:16][CH2:15][CH2:14]1.C(O)(=O)C.[B-](OC(C)=O)(OC(C)=O)OC(C)=O.[Na+], predict the reaction product. The product is: [CH3:1][O:2][C:3](=[O:12])[C:4]1[CH:9]=[CH:8][C:7]([CH2:10][N:13]2[CH2:17][CH2:16][CH2:15][CH2:14]2)=[CH:6][CH:5]=1. (6) Given the reactants [CH3:1][N:2]1[CH:6]=[C:5]([C:7]2[O:11][N:10]=[C:9]([C:12]([OH:14])=O)[CH:8]=2)[CH:4]=[N:3]1.C1C=CC2N(O)N=NC=2C=1.N=C=N.[NH2:28][C@@H:29]([CH3:45])[CH2:30][N:31]1[CH:35]=[CH:34][C:33]([C:36]2[CH:43]=[CH:42][C:39]([C:40]#[N:41])=[C:38]([CH3:44])[CH:37]=2)=[N:32]1, predict the reaction product. The product is: [C:40]([C:39]1[CH:42]=[CH:43][C:36]([C:33]2[CH:34]=[CH:35][N:31]([CH2:30][C@@H:29]([NH:28][C:12]([C:9]3[CH:8]=[C:7]([C:5]4[CH:4]=[N:3][N:2]([CH3:1])[CH:6]=4)[O:11][N:10]=3)=[O:14])[CH3:45])[N:32]=2)=[CH:37][C:38]=1[CH3:44])#[N:41]. (7) The product is: [OH:1][C:2]1[CH:7]=[C:6]([Cl:8])[CH:5]=[CH:4][C:3]=1[C:9](=[O:11])[CH:10]=[CH:21][C:20]1[CH:23]=[C:24]([CH3:25])[C:17]([C:15]([OH:16])=[O:14])=[C:18]([CH3:28])[C:19]=1[O:26][CH3:27]. Given the reactants [OH:1][C:2]1[CH:7]=[C:6]([Cl:8])[CH:5]=[CH:4][C:3]=1[C:9](=[O:11])[CH3:10].C([O:14][C:15]([C:17]1[C:24]([CH3:25])=[CH:23][C:20]([CH:21]=O)=[C:19]([O:26][CH3:27])[C:18]=1[CH3:28])=[O:16])C, predict the reaction product. (8) The product is: [O:28]=[S:20]1(=[O:29])[C:21]2[CH:27]=[CH:26][CH:25]=[CH:24][C:22]=2[CH2:23][N:17]([C:4]2[CH:3]=[C:2]([NH:33][CH2:32][CH2:31][CH2:30][NH2:34])[C:11]3[C:6](=[CH:7][CH:8]=[C:9]([O:12][C:13]([F:16])([F:15])[F:14])[CH:10]=3)[N:5]=2)[CH2:18][CH2:19]1. Given the reactants Cl[C:2]1[C:11]2[C:6](=[CH:7][CH:8]=[C:9]([O:12][C:13]([F:16])([F:15])[F:14])[CH:10]=2)[N:5]=[C:4]([N:17]2[CH2:23][C:22]3[CH:24]=[CH:25][CH:26]=[CH:27][C:21]=3[S:20](=[O:29])(=[O:28])[CH2:19][CH2:18]2)[CH:3]=1.[CH2:30]([NH2:34])[CH2:31][CH2:32][NH2:33], predict the reaction product. (9) Given the reactants [S:1]1[CH:5]=[CH:4][CH:3]=[C:2]1[CH2:6][C:7]([O:9][CH3:10])=[O:8].[C:11](Cl)(=[O:13])[CH3:12].Cl[Sn](Cl)(Cl)Cl.Cl, predict the reaction product. The product is: [C:11]([C:5]1[S:1][C:2]([CH2:6][C:7]([O:9][CH3:10])=[O:8])=[CH:3][CH:4]=1)(=[O:13])[CH3:12].